Dataset: NCI-60 drug combinations with 297,098 pairs across 59 cell lines. Task: Regression. Given two drug SMILES strings and cell line genomic features, predict the synergy score measuring deviation from expected non-interaction effect. (1) Drug 1: CC1=C2C(C(=O)C3(C(CC4C(C3C(C(C2(C)C)(CC1OC(=O)C(C(C5=CC=CC=C5)NC(=O)OC(C)(C)C)O)O)OC(=O)C6=CC=CC=C6)(CO4)OC(=O)C)O)C)O. Drug 2: CCC1(C2=C(COC1=O)C(=O)N3CC4=CC5=C(C=CC(=C5CN(C)C)O)N=C4C3=C2)O.Cl. Cell line: SW-620. Synergy scores: CSS=30.9, Synergy_ZIP=-7.68, Synergy_Bliss=-6.56, Synergy_Loewe=-6.93, Synergy_HSA=-2.38. (2) Drug 1: CC1=C(C(=O)C2=C(C1=O)N3CC4C(C3(C2COC(=O)N)OC)N4)N. Drug 2: COC1=C2C(=CC3=C1OC=C3)C=CC(=O)O2. Cell line: NCI-H322M. Synergy scores: CSS=4.84, Synergy_ZIP=0.426, Synergy_Bliss=1.95, Synergy_Loewe=-7.05, Synergy_HSA=-1.51. (3) Drug 1: CC1C(C(=O)NC(C(=O)N2CCCC2C(=O)N(CC(=O)N(C(C(=O)O1)C(C)C)C)C)C(C)C)NC(=O)C3=C4C(=C(C=C3)C)OC5=C(C(=O)C(=C(C5=N4)C(=O)NC6C(OC(=O)C(N(C(=O)CN(C(=O)C7CCCN7C(=O)C(NC6=O)C(C)C)C)C)C(C)C)C)N)C. Drug 2: CC1C(C(CC(O1)OC2CC(CC3=C2C(=C4C(=C3O)C(=O)C5=C(C4=O)C(=CC=C5)OC)O)(C(=O)CO)O)N)O.Cl. Cell line: SF-539. Synergy scores: CSS=56.8, Synergy_ZIP=4.61, Synergy_Bliss=5.62, Synergy_Loewe=5.92, Synergy_HSA=7.73. (4) Drug 1: CC1OCC2C(O1)C(C(C(O2)OC3C4COC(=O)C4C(C5=CC6=C(C=C35)OCO6)C7=CC(=C(C(=C7)OC)O)OC)O)O. Synergy scores: CSS=30.9, Synergy_ZIP=-7.71, Synergy_Bliss=-0.199, Synergy_Loewe=-11.4, Synergy_HSA=3.10. Cell line: TK-10. Drug 2: C1=C(C(=O)NC(=O)N1)N(CCCl)CCCl. (5) Drug 1: CC1OCC2C(O1)C(C(C(O2)OC3C4COC(=O)C4C(C5=CC6=C(C=C35)OCO6)C7=CC(=C(C(=C7)OC)O)OC)O)O. Drug 2: COC1=NC(=NC2=C1N=CN2C3C(C(C(O3)CO)O)O)N. Cell line: A498. Synergy scores: CSS=30.1, Synergy_ZIP=2.50, Synergy_Bliss=9.54, Synergy_Loewe=-24.6, Synergy_HSA=2.83.